Dataset: Catalyst prediction with 721,799 reactions and 888 catalyst types from USPTO. Task: Predict which catalyst facilitates the given reaction. (1) Reactant: C([O:4][CH2:5][C:6]1[CH:11]=[CH:10][C:9]([C:12]2[CH2:13][N:14]([C:18]([O:20][C:21]([CH3:24])([CH3:23])[CH3:22])=[O:19])[CH2:15][CH2:16][CH:17]=2)=[CH:8][CH:7]=1)(=O)C. Product: [OH:4][CH2:5][C:6]1[CH:7]=[CH:8][C:9]([CH:12]2[CH2:17][CH2:16][CH2:15][N:14]([C:18]([O:20][C:21]([CH3:24])([CH3:23])[CH3:22])=[O:19])[CH2:13]2)=[CH:10][CH:11]=1. The catalyst class is: 153. (2) Product: [CH3:22][C:19]1[CH:20]=[CH:21][C:16]([S:13]([N:11]2[CH2:10][C:9]34[CH2:36][CH2:7][C:8]3([CH2:25][N:24]([S:26]([C:29]3[CH:30]=[CH:31][C:32]([CH3:35])=[CH:33][CH:34]=3)(=[O:28])=[O:27])[CH2:23]4)[CH2:12]2)(=[O:15])=[O:14])=[CH:17][CH:18]=1. The catalyst class is: 1. Reactant: C([Li])(C)(C)C.I[CH2:7][C:8]12[CH2:25][N:24]([S:26]([C:29]3[CH:34]=[CH:33][C:32]([CH3:35])=[CH:31][CH:30]=3)(=[O:28])=[O:27])[CH2:23][C:9]1([CH2:36]I)[CH2:10][N:11]([S:13]([C:16]1[CH:21]=[CH:20][C:19]([CH3:22])=[CH:18][CH:17]=1)(=[O:15])=[O:14])[CH2:12]2.CCCCC. (3) Reactant: [O:1]1[CH2:6][CH2:5][CH:4]=[CH:3][C:2]1=[O:7].CO[CH2:10][N:11]([CH2:17][C:18]1[CH:23]=[CH:22][CH:21]=[CH:20][CH:19]=1)[CH2:12][Si](C)(C)C.C(O)(C(F)(F)F)=O. Product: [CH2:17]([N:11]1[CH2:12][CH:4]2[CH2:5][CH2:6][O:1][C:2](=[O:7])[CH:3]2[CH2:10]1)[C:18]1[CH:23]=[CH:22][CH:21]=[CH:20][CH:19]=1. The catalyst class is: 2. (4) Reactant: Cl[S:2]([C:5]1[CH:19]=[CH:18][C:8]([O:9][C:10]([CH3:17])([CH3:16])[C:11]([O:13][CH2:14][CH3:15])=[O:12])=[CH:7][CH:6]=1)(=O)=O.CCO.[Sn].Cl. Product: [CH3:17][C:10]([O:9][C:8]1[CH:7]=[CH:6][C:5]([SH:2])=[CH:19][CH:18]=1)([CH3:16])[C:11]([O:13][CH2:14][CH3:15])=[O:12]. The catalyst class is: 2. (5) Reactant: C1(Cl)C(Cl)=C(Cl)C(=O)C(=O)C=1Cl.C(OC([N:18]1[CH:23]=[CH:22][CH:21]([C:24]2[N:28]3[N:29]=[C:30]([N:33]4[CH2:38][CH2:37][N:36]([C:39]([O:41][C:42]([CH3:45])([CH3:44])[CH3:43])=[O:40])[CH2:35][CH2:34]4)[CH:31]=[CH:32][C:27]3=[N:26][C:25]=2[C:46]2[S:47][CH:48]=[CH:49][CH:50]=2)[CH:20]=[CH:19]1)=O)C.[OH-].[Na+]. The catalyst class is: 11. Product: [N:18]1[CH:19]=[CH:20][C:21]([C:24]2[N:28]3[N:29]=[C:30]([N:33]4[CH2:38][CH2:37][N:36]([C:39]([O:41][C:42]([CH3:45])([CH3:44])[CH3:43])=[O:40])[CH2:35][CH2:34]4)[CH:31]=[CH:32][C:27]3=[N:26][C:25]=2[C:46]2[S:47][CH:48]=[CH:49][CH:50]=2)=[CH:22][CH:23]=1. (6) Reactant: I[C:2]1[C:3]([O:20][CH3:21])=[CH:4][C:5]([CH:17]([CH3:19])[CH3:18])=[C:6]([CH:16]=1)[O:7][C:8]1[C:9]([NH2:15])=[N:10][C:11]([NH2:14])=[N:12][CH:13]=1.[O:22]1[CH:26]=[CH:25][CH:24]=[C:23]1B(O)O.C(=O)(O)[O-].[Na+]. Product: [O:22]1[CH:26]=[CH:25][CH:24]=[C:23]1[C:2]1[C:3]([O:20][CH3:21])=[CH:4][C:5]([CH:17]([CH3:19])[CH3:18])=[C:6]([CH:16]=1)[O:7][C:8]1[C:9]([NH2:15])=[N:10][C:11]([NH2:14])=[N:12][CH:13]=1. The catalyst class is: 12.